From a dataset of Reaction yield outcomes from USPTO patents with 853,638 reactions. Predict the reaction yield, written as a fraction of the theoretical maximum amount of product (1.0 means a 100% yield; for example, 0.34 means a 34% yield). The reactants are [Cl:1][C:2]1[CH:7]=[CH:6][C:5]([N+:8]([O-:10])=[O:9])=[CH:4][C:3]=1[C:11]1[NH:15][C:14]2[CH:16]=[CH:17][C:18]([C:20]#[N:21])=[CH:19][C:13]=2[N:12]=1.C(N(CC)CC)C.Cl.[NH2:30][OH:31]. The catalyst is C(O)C.O. The product is [Cl:1][C:2]1[CH:7]=[CH:6][C:5]([N+:8]([O-:10])=[O:9])=[CH:4][C:3]=1[C:11]1[NH:15][C:14]2[CH:16]=[CH:17][C:18]([C:20]([NH:30][OH:31])=[NH:21])=[CH:19][C:13]=2[N:12]=1. The yield is 0.820.